From a dataset of Full USPTO retrosynthesis dataset with 1.9M reactions from patents (1976-2016). Predict the reactants needed to synthesize the given product. Given the product [CH2:17]([NH:19][C:2]1[C:11]([CH:12]=[O:13])=[CH:10][C:9]2[CH:8]=[C:7]3[O:14][CH2:15][O:16][C:6]3=[CH:5][C:4]=2[N:3]=1)[CH3:18], predict the reactants needed to synthesize it. The reactants are: Cl[C:2]1[C:11]([CH:12]=[O:13])=[CH:10][C:9]2[CH:8]=[C:7]3[O:14][CH2:15][O:16][C:6]3=[CH:5][C:4]=2[N:3]=1.[CH2:17]([NH2:19])[CH3:18].Cl.C([O-])(O)=O.[Na+].